This data is from Reaction yield outcomes from USPTO patents with 853,638 reactions. The task is: Predict the reaction yield, written as a fraction of the theoretical maximum amount of product (1.0 means a 100% yield; for example, 0.34 means a 34% yield). (1) The reactants are [CH3:1][CH:2](/[CH:4]=[CH:5]/[CH2:6][CH2:7][CH2:8][CH2:9][C:10]([NH:12][CH2:13][C:14]1[CH:15]=[CH:16][C:17]([OH:22])=[C:18]([O:20][CH3:21])[CH:19]=1)=[O:11])[CH3:3].C([O-])([O-])=O.[K+].[K+].[I-].[Na+].P(O)([O-])([O-])=O.[Na+].[Na+].Cl[CH2:39][C:40]([O:42][CH3:43])=[O:41]. The yield is 0.714. The catalyst is CC(C)=O. The product is [CH3:43][O:42][C:40](=[O:41])[CH2:39][O:22][C:17]1[CH:16]=[CH:15][C:14]([CH2:13][NH:12][C:10](=[O:11])[CH2:9][CH2:8][CH2:7][CH2:6][CH:5]=[CH:4][CH:2]([CH3:1])[CH3:3])=[CH:19][C:18]=1[O:20][CH3:21]. (2) The reactants are [C:1]([N:8]1[CH2:13][CH2:12][CH2:11][C:10](=[CH2:14])[CH2:9]1)([O:3][C:4]([CH3:7])([CH3:6])[CH3:5])=[O:2].B1C2CCCC1CCC2.Br[C:25]1[CH:35]=[CH:34][C:28]2[O:29][C:30]([F:33])([F:32])[O:31][C:27]=2[CH:26]=1.C(=O)([O-])[O-].[K+].[K+].[OH-].[Na+]. The catalyst is CN(C=O)C.O.C1C=CC(P(C2C=CC=CC=2)[C-]2C=CC=C2)=CC=1.C1C=CC(P(C2C=CC=CC=2)[C-]2C=CC=C2)=CC=1.Cl[Pd]Cl.[Fe+2].C(Cl)Cl.O.C1COCC1. The product is [C:4]([O:3][C:1]([N:8]1[CH2:13][CH2:12][CH2:11][CH:10]([CH2:14][C:35]2[CH:25]=[CH:26][C:27]3[O:31][C:30]([F:32])([F:33])[O:29][C:28]=3[CH:34]=2)[CH2:9]1)=[O:2])([CH3:7])([CH3:6])[CH3:5]. The yield is 0.670. (3) The reactants are [C:1]([C:4]1[S:8][C:7]2[CH:9]=[CH:10][CH:11]=[C:12]([C:13]3[CH:18]=[C:17]([CH3:19])[CH:16]=[C:15]([C:20]([CH3:23])([CH3:22])[CH3:21])[C:14]=3[OH:24])[C:6]=2[CH:5]=1)(=[O:3])[CH3:2].[F:25][C:26]([F:30])([F:29])[CH2:27]Br.C([O-])([O-])=O.[Cs+].[Cs+].C(OCC)(=O)C.CCCCCC. The catalyst is CN(C=O)C. The product is [C:1]([C:4]1[S:8][C:7]2[CH:9]=[CH:10][CH:11]=[C:12]([C:13]3[CH:18]=[C:17]([CH3:19])[CH:16]=[C:15]([C:20]([CH3:23])([CH3:22])[CH3:21])[C:14]=3[O:24][CH2:27][C:26]([F:30])([F:29])[F:25])[C:6]=2[CH:5]=1)(=[O:3])[CH3:2]. The yield is 0.710. (4) The yield is 0.768. The product is [Br:19][C:3]1[CH:4]=[C:5]2[C:9](=[CH:10][C:2]=1[F:1])[NH:8][C:7](=[O:11])[CH2:6]2. The reactants are [F:1][C:2]1[CH:10]=[C:9]2[C:5]([CH2:6][C:7](=[O:11])[NH:8]2)=[CH:4][CH:3]=1.C1C(=O)N([Br:19])C(=O)C1. The catalyst is C(#N)C.O. (5) The reactants are [CH3:1][NH:2][CH2:3][CH2:4][C:5]#[C:6][C:7]1[CH:12]=[CH:11][CH:10]=[CH:9][N:8]=1.[F:13][C:14]1[CH:19]=[CH:18][C:17]([S:20](Cl)(=[O:22])=[O:21])=[CH:16][CH:15]=1. The product is [F:13][C:14]1[CH:19]=[CH:18][C:17]([S:20]([N:2]([CH3:1])[CH2:3][CH2:4][C:5]#[C:6][C:7]2[CH:12]=[CH:11][CH:10]=[CH:9][N:8]=2)(=[O:22])=[O:21])=[CH:16][CH:15]=1. The yield is 0.160. No catalyst specified.